This data is from Full USPTO retrosynthesis dataset with 1.9M reactions from patents (1976-2016). The task is: Predict the reactants needed to synthesize the given product. (1) Given the product [Br-:1].[C:39]([O:38][CH2:37][CH2:36][CH2:35][CH2:34][CH2:33][CH2:32][CH2:31][CH2:30][CH2:29][CH2:28][CH2:27][N+:46]1[CH:47]=[CH:48][N:44]([CH3:43])[CH:45]=1)(=[O:42])[CH:40]=[CH2:41], predict the reactants needed to synthesize it. The reactants are: [Br:1]CCCCCCCCCCCO.C(N(CC)CC)C.C(Cl)(=O)C=C.Br[CH2:27][CH2:28][CH2:29][CH2:30][CH2:31][CH2:32][CH2:33][CH2:34][CH2:35][CH2:36][CH2:37][O:38][C:39](=[O:42])[CH:40]=[CH2:41].[CH3:43][N:44]1[CH:48]=[CH:47][N:46]=[CH:45]1.C(C1C=C(C)C=C(C(C)(C)C)C=1O)(C)(C)C. (2) Given the product [Br:1][C:2]1[CH:7]=[CH:6][CH:5]=[CH:4][C:3]=1[S:8][CH2:10][CH2:11][CH2:12][Cl:13], predict the reactants needed to synthesize it. The reactants are: [Br:1][C:2]1[CH:7]=[CH:6][CH:5]=[CH:4][C:3]=1[SH:8].Br[CH2:10][CH2:11][CH2:12][Cl:13]. (3) Given the product [CH2:1]([N:5]([CH3:22])[C:6]1[CH:11]=[CH:10][C:9]([C:12]2[S:16][C:15]([C:17]([O-:19])=[O:18])=[CH:14][CH:13]=2)=[CH:8][C:7]=1[C:20]#[N:21])[CH2:2][CH2:3][CH3:4].[Na+:24], predict the reactants needed to synthesize it. The reactants are: [CH2:1]([N:5]([CH3:22])[C:6]1[CH:11]=[CH:10][C:9]([C:12]2[S:16][C:15]([C:17]([OH:19])=[O:18])=[CH:14][CH:13]=2)=[CH:8][C:7]=1[C:20]#[N:21])[CH2:2][CH2:3][CH3:4].[OH-].[Na+:24]. (4) Given the product [NH2:33][CH2:28][C@H:30]([OH:32])[CH2:31][O:27][C:4]1[C:5]([CH3:26])=[CH:6][C:7]([C:9]2[O:10][C:11]([C:14]3[CH:19]=[C:18]([CH3:20])[CH:17]=[C:16]([CH2:21][N:22]([CH2:24][CH3:25])[CH3:23])[CH:15]=3)=[N:12][N:13]=2)=[CH:8][C:3]=1[CH2:1][CH3:2], predict the reactants needed to synthesize it. The reactants are: [CH2:1]([C:3]1[CH:8]=[C:7]([C:9]2[O:10][C:11]([C:14]3[CH:19]=[C:18]([CH3:20])[CH:17]=[C:16]([CH2:21][N:22]([CH2:24][CH3:25])[CH3:23])[CH:15]=3)=[N:12][N:13]=2)[CH:6]=[C:5]([CH3:26])[C:4]=1[OH:27])[CH3:2].[CH2:28]([C@@H:30]1[O:32][CH2:31]1)Cl.[NH3:33]. (5) Given the product [F:35][C:33]1[CH:34]=[C:29]([CH2:28][C@H:2]([NH:1][C:64](=[O:66])[C:60]2[CH:61]=[CH:62][CH:63]=[C:58]([C:57]([N:56]([CH3:84])[CH2:46][CH2:47][CH3:48])=[O:67])[CH:59]=2)[C@H:3]([OH:4])[C@H:12]2[CH2:16][C@@H:15]([O:17][CH2:18][CH2:19][CH3:20])[CH2:14][NH:13]2)[CH:30]=[C:31]([F:36])[CH:32]=1, predict the reactants needed to synthesize it. The reactants are: [NH2:1][C@@H:2]([CH2:28][C:29]1[CH:34]=[C:33]([F:35])[CH:32]=[C:31]([F:36])[CH:30]=1)[C@@H:3]([C@H:12]1[CH2:16][C@@H:15]([O:17][CH2:18][CH2:19][CH3:20])[CH2:14][N:13]1C(OC(C)(C)C)=O)[O:4][Si](C(C)(C)C)(C)C.[Si](O[C@H]([C@H]1C[C@@H](OCCC)CN1C(OC(C)(C)C)=O)[C@@H:46]([NH:56][C:57](=[O:67])[C:58]1[CH:63]=[CH:62][CH:61]=[C:60]([C:64](=[O:66])N)[CH:59]=1)[CH2:47][C:48]1C=C(F)C=C(F)C=1)(C(C)(C)C)(C)C.[C:84](OC(N1C[C@H](OCCC)C[C@@H]1[C@@H](O[Si](C(C)(C)C)(C)C)[C@@H](NC(C1C=C(C=CC=1)C(O)=O)=O)CC1C=C(F)C=C(F)C=1)=O)(C)(C)C.CCN(C(C)C)C(C)C.CN(C(ON1N=NC2C=CC=NC1=2)=[N+](C)C)C.F[P-](F)(F)(F)(F)F.CNCCC. (6) The reactants are: [CH2:1]([O:8][C:9]1[C:10]([CH3:21])=[N:11][C:12](N)=[N:13][C:14]=1[CH2:15][CH2:16][CH2:17][CH2:18][CH3:19])[C:2]1[CH:7]=[CH:6][CH:5]=[CH:4][CH:3]=1.[CH2:22]=O.[BH3-][C:25]#[N:26].[Na+]. Given the product [CH2:1]([O:8][C:9]1[C:10]([CH3:21])=[N:11][C:12]([N:26]([CH3:25])[CH3:22])=[N:13][C:14]=1[CH2:15][CH2:16][CH2:17][CH2:18][CH3:19])[C:2]1[CH:7]=[CH:6][CH:5]=[CH:4][CH:3]=1, predict the reactants needed to synthesize it. (7) Given the product [Br:19][C@H:13]([C:5]1[CH:4]=[C:3]([C:2]([F:17])([F:16])[F:1])[CH:8]=[C:7]([C:9]([F:12])([F:11])[F:10])[CH:6]=1)[CH3:14], predict the reactants needed to synthesize it. The reactants are: [F:1][C:2]([F:17])([F:16])[C:3]1[CH:4]=[C:5]([C@H:13](O)[CH3:14])[CH:6]=[C:7]([C:9]([F:12])([F:11])[F:10])[CH:8]=1.P(Br)(Br)[Br:19].Br. (8) Given the product [I:1][C:3]1[CH:4]=[C:5]([C:6]([OH:8])=[O:7])[CH:9]=[CH:10][N:11]=1, predict the reactants needed to synthesize it. The reactants are: [IH:1].Cl[C:3]1[CH:4]=[C:5]([CH:9]=[CH:10][N:11]=1)[C:6]([OH:8])=[O:7].[I-].[Na+].